This data is from Forward reaction prediction with 1.9M reactions from USPTO patents (1976-2016). The task is: Predict the product of the given reaction. Given the reactants [NH2:1][C:2]1[N:7]=[C:6]([NH2:8])[CH:5]=[C:4]([F:9])[N:3]=1.C1C(=O)N([Cl:17])C(=O)C1, predict the reaction product. The product is: [NH2:1][C:2]1[N:7]=[C:6]([NH2:8])[C:5]([Cl:17])=[C:4]([F:9])[N:3]=1.